From a dataset of Forward reaction prediction with 1.9M reactions from USPTO patents (1976-2016). Predict the product of the given reaction. Given the reactants [NH2:1][N:2]1[N:11]=[C:10]([C:12]([F:15])([F:14])[F:13])[C:9]2[C:4](=[CH:5][CH:6]=[CH:7][CH:8]=2)[C:3]1=[O:16].[F:17][C:18]([F:30])([F:29])[C:19]1[CH:24]=[CH:23][C:22]([CH2:25][C:26](O)=[O:27])=[CH:21][CH:20]=1, predict the reaction product. The product is: [O:16]=[C:3]1[C:4]2[C:9](=[CH:8][CH:7]=[CH:6][CH:5]=2)[C:10]([C:12]([F:15])([F:13])[F:14])=[N:11][N:2]1[NH:1][C:26](=[O:27])[CH2:25][C:22]1[CH:21]=[CH:20][C:19]([C:18]([F:29])([F:17])[F:30])=[CH:24][CH:23]=1.